This data is from Forward reaction prediction with 1.9M reactions from USPTO patents (1976-2016). The task is: Predict the product of the given reaction. (1) Given the reactants [O:1]=[C:2]1[N:6]2[C:7]3[CH:13]=[CH:12][CH:11]=[CH:10][C:8]=3[N:9]=[C:5]2[CH:4]([CH2:14][C:15]2[CH:22]=[CH:21][C:18]([C:19]#[N:20])=[CH:17][CH:16]=2)[NH:3]1.[NH2:23][C@H:24]1[CH2:29][CH2:28][C@H:27]([OH:30])[CH2:26][CH2:25]1.C(O)(C(F)(F)F)=O, predict the reaction product. The product is: [NH:9]1[C:8]2[CH:10]=[CH:11][CH:12]=[CH:13][C:7]=2[N:6]=[C:5]1[CH:4]([NH:3][C:2]([NH:23][C@H:24]1[CH2:29][CH2:28][C@H:27]([OH:30])[CH2:26][CH2:25]1)=[O:1])[CH2:14][C:15]1[CH:22]=[CH:21][C:18]([C:19]#[N:20])=[CH:17][CH:16]=1. (2) Given the reactants [C:1]([O:4][C@H:5]([CH3:31])[CH2:6][CH2:7][CH2:8][CH2:9][N:10]1[C:19](=[O:20])[C:18]2[N:17]([CH2:21][C:22]3[CH:27]=[CH:26][CH:25]=[CH:24][CH:23]=3)[C:16]([C:28]#[N:29])=[N:15][C:14]=2[N:13]([CH3:30])[C:11]1=[O:12])(=[O:3])[CH3:2].[H][H], predict the reaction product. The product is: [C:1]([O:4][C@H:5]([CH3:31])[CH2:6][CH2:7][CH2:8][CH2:9][N:10]1[C:19](=[O:20])[C:18]2[N:17]([CH2:21][C:22]3[CH:27]=[CH:26][CH:25]=[CH:24][CH:23]=3)[C:16]([CH2:28][NH2:29])=[N:15][C:14]=2[N:13]([CH3:30])[C:11]1=[O:12])(=[O:3])[CH3:2].